Dataset: NCI-60 drug combinations with 297,098 pairs across 59 cell lines. Task: Regression. Given two drug SMILES strings and cell line genomic features, predict the synergy score measuring deviation from expected non-interaction effect. (1) Drug 1: CC1=C2C(C(=O)C3(C(CC4C(C3C(C(C2(C)C)(CC1OC(=O)C(C(C5=CC=CC=C5)NC(=O)OC(C)(C)C)O)O)OC(=O)C6=CC=CC=C6)(CO4)OC(=O)C)O)C)O. Drug 2: C1=CC=C(C=C1)NC(=O)CCCCCCC(=O)NO. Cell line: RPMI-8226. Synergy scores: CSS=32.1, Synergy_ZIP=2.74, Synergy_Bliss=2.39, Synergy_Loewe=-3.54, Synergy_HSA=-1.59. (2) Drug 1: C1=CC(=CC=C1CCCC(=O)O)N(CCCl)CCCl. Drug 2: CC1=C2C(C(=O)C3(C(CC4C(C3C(C(C2(C)C)(CC1OC(=O)C(C(C5=CC=CC=C5)NC(=O)OC(C)(C)C)O)O)OC(=O)C6=CC=CC=C6)(CO4)OC(=O)C)O)C)O. Cell line: SK-MEL-2. Synergy scores: CSS=36.7, Synergy_ZIP=-4.56, Synergy_Bliss=-3.13, Synergy_Loewe=-12.7, Synergy_HSA=-1.68. (3) Drug 1: C1=CC(=CC=C1CCC2=CNC3=C2C(=O)NC(=N3)N)C(=O)NC(CCC(=O)O)C(=O)O. Drug 2: C1=CC(=CC=C1CC(C(=O)O)N)N(CCCl)CCCl.Cl. Cell line: HCT116. Synergy scores: CSS=46.4, Synergy_ZIP=-3.37, Synergy_Bliss=-3.97, Synergy_Loewe=-11.5, Synergy_HSA=-1.97. (4) Drug 1: C1C(C(OC1N2C=NC3=C(N=C(N=C32)Cl)N)CO)O. Drug 2: CS(=O)(=O)CCNCC1=CC=C(O1)C2=CC3=C(C=C2)N=CN=C3NC4=CC(=C(C=C4)OCC5=CC(=CC=C5)F)Cl. Cell line: HCC-2998. Synergy scores: CSS=45.5, Synergy_ZIP=0.0206, Synergy_Bliss=-2.34, Synergy_Loewe=-29.1, Synergy_HSA=-3.93. (5) Drug 1: C1=C(C(=O)NC(=O)N1)F. Drug 2: CC1=C2C(C(=O)C3(C(CC4C(C3C(C(C2(C)C)(CC1OC(=O)C(C(C5=CC=CC=C5)NC(=O)OC(C)(C)C)O)O)OC(=O)C6=CC=CC=C6)(CO4)OC(=O)C)O)C)O. Cell line: RPMI-8226. Synergy scores: CSS=78.3, Synergy_ZIP=-8.84, Synergy_Bliss=-13.1, Synergy_Loewe=-11.2, Synergy_HSA=-8.48. (6) Drug 2: C1C(C(OC1N2C=NC(=NC2=O)N)CO)O. Cell line: A498. Synergy scores: CSS=24.3, Synergy_ZIP=-1.69, Synergy_Bliss=-0.768, Synergy_Loewe=-17.2, Synergy_HSA=-3.40. Drug 1: CC=C1C(=O)NC(C(=O)OC2CC(=O)NC(C(=O)NC(CSSCCC=C2)C(=O)N1)C(C)C)C(C)C.